This data is from Forward reaction prediction with 1.9M reactions from USPTO patents (1976-2016). The task is: Predict the product of the given reaction. Given the reactants Br[C:2]1[N:7]2[CH:8]=[CH:9][N:10]=[C:6]2[CH:5]=[CH:4][CH:3]=1.BrCC.[C:14](OCC)(=[O:20])[C:15]([O:17][CH2:18][CH3:19])=[O:16], predict the reaction product. The product is: [CH2:18]([O:17][C:15](=[O:16])[C:14]([C:2]1[N:7]2[CH:8]=[CH:9][N:10]=[C:6]2[CH:5]=[CH:4][CH:3]=1)=[O:20])[CH3:19].